From a dataset of Full USPTO retrosynthesis dataset with 1.9M reactions from patents (1976-2016). Predict the reactants needed to synthesize the given product. (1) Given the product [CH2:11]([C:4]1[S:3][C:2]2[NH:1][C:17](=[O:23])[N:40]([CH2:39][CH2:38][C:33]3[CH:34]=[CH:35][CH:36]=[CH:37][N:32]=3)[C:7](=[O:9])[C:6]=2[CH:5]=1)[CH3:12], predict the reactants needed to synthesize it. The reactants are: [NH2:1][C:2]1[S:3][C:4]([CH2:11][CH3:12])=[CH:5][C:6]=1[C:7]([O:9]C)=O.ClC(Cl)(O[C:17](=[O:23])OC(Cl)(Cl)Cl)Cl.C(N(CC)CC)C.[N:32]1[CH:37]=[CH:36][CH:35]=[CH:34][C:33]=1[CH2:38][CH2:39][NH2:40]. (2) Given the product [OH:10][CH:12]([CH2:13][CH2:14][CH3:15])[CH2:11][O:1][C:2]1[CH:3]=[C:4]([CH:7]=[CH:8][CH:9]=1)[CH:5]=[O:6], predict the reactants needed to synthesize it. The reactants are: [OH:1][C:2]1[CH:3]=[C:4]([CH:7]=[CH:8][CH:9]=1)[CH:5]=[O:6].[O:10]1[CH:12]([CH2:13][CH2:14][CH3:15])[CH2:11]1.